Dataset: Catalyst prediction with 721,799 reactions and 888 catalyst types from USPTO. Task: Predict which catalyst facilitates the given reaction. (1) The catalyst class is: 8. Product: [CH3:27][C:26]#[C:25][CH2:24][N:20]1[C:19]([N:28]2[CH2:29][C@H:30]([NH2:34])[CH2:31][CH2:32][CH2:33]2)=[N:18][C:17]2[N:16]([CH3:46])[C:14]([N:13]([CH2:12][C:4]3[N:3]=[C:2]([CH3:1])[C:11]4[CH:10]=[CH:9][CH:8]=[CH:7][C:6]=4[N:5]=3)[C:22](=[O:23])[C:21]1=2)=[O:15]. Reactant: [CH3:1][C:2]1[C:11]2[C:6](=[CH:7][CH:8]=[CH:9][CH:10]=2)[N:5]=[C:4]([CH2:12][N:13]2[C:22](=[O:23])[C:21]3[N:20]([CH2:24][C:25]#[C:26][CH3:27])[C:19]([N:28]4[CH2:33][CH2:32][CH2:31][C@@H:30]([N:34]5C(=O)C6=CC(C)=CC=C6C5=O)[CH2:29]4)=[N:18][C:17]=3[N:16]([CH3:46])[C:14]2=[O:15])[N:3]=1.O.NN. (2) Reactant: [NH2:1][C:2]1[C:3]([N:22]2[CH2:27][CH2:26][N:25]([C:28]3[CH:33]=[CH:32][CH:31]=[CH:30][C:29]=3[CH3:34])[CH2:24][CH2:23]2)=[CH:4][C:5]([CH2:20][CH3:21])=[C:6]([CH:19]=1)[C:7]([NH:9][CH2:10][CH2:11][CH2:12][N:13]1[CH2:17][CH2:16][CH2:15][C:14]1=[O:18])=[O:8].[CH:35]1([C:38]2[O:39][CH:40]=[C:41]([C:43](O)=[O:44])[N:42]=2)[CH2:37][CH2:36]1.C(N(CC)C(C)C)(C)C.CN(C(ON1N=NC2C=CC=NC1=2)=[N+](C)C)C.F[P-](F)(F)(F)(F)F. Product: [CH2:20]([C:5]1[C:6]([C:7](=[O:8])[NH:9][CH2:10][CH2:11][CH2:12][N:13]2[CH2:17][CH2:16][CH2:15][C:14]2=[O:18])=[CH:19][C:2]([NH:1][C:43]([C:41]2[N:42]=[C:38]([CH:35]3[CH2:37][CH2:36]3)[O:39][CH:40]=2)=[O:44])=[C:3]([N:22]2[CH2:23][CH2:24][N:25]([C:28]3[CH:33]=[CH:32][CH:31]=[CH:30][C:29]=3[CH3:34])[CH2:26][CH2:27]2)[CH:4]=1)[CH3:21]. The catalyst class is: 35. (3) Reactant: [F:1][C:2]1[CH:3]=[C:4]([C:9]2([O:14][CH3:15])[CH2:13][CH2:12][NH:11][CH2:10]2)[CH:5]=[CH:6][C:7]=1[F:8].C(=O)([O-])[O-].[K+].[K+].Br[CH2:23][CH:24]([CH3:26])[CH3:25]. Product: [F:1][C:2]1[CH:3]=[C:4]([C:9]2([O:14][CH3:15])[CH2:13][CH2:12][N:11]([CH2:23][CH:24]([CH3:26])[CH3:25])[CH2:10]2)[CH:5]=[CH:6][C:7]=1[F:8]. The catalyst class is: 10. (4) Reactant: C[N:2](C)[CH2:3][CH2:4][N:5]1[C:28](=[O:29])[N:8]2[CH:9]([C:22]3[CH:27]=[CH:26][CH:25]=[CH:24][CH:23]=3)[C:10]3[NH:11][C:12]4[C:17]([C:18]=3[CH2:19][C:7]2([CH2:30][CH3:31])[C:6]1=[O:32])=[CH:16][C:15]([O:20][CH3:21])=[CH:14][CH:13]=4.N. Product: [NH2:2][CH2:3][CH2:4][N:5]1[C:28](=[O:29])[N:8]2[CH:9]([C:22]3[CH:23]=[CH:24][CH:25]=[CH:26][CH:27]=3)[C:10]3[NH:11][C:12]4[C:17]([C:18]=3[CH2:19][C:7]2([CH2:30][CH3:31])[C:6]1=[O:32])=[CH:16][C:15]([O:20][CH3:21])=[CH:14][CH:13]=4. The catalyst class is: 5.